Dataset: Full USPTO retrosynthesis dataset with 1.9M reactions from patents (1976-2016). Task: Predict the reactants needed to synthesize the given product. (1) Given the product [CH3:1][O:2][C:3]1[CH:4]=[C:5]2[C:10](=[CH:11][C:12]=1[O:13][CH3:14])[N:9]=[CH:8][N:7]=[C:6]2[O:15][C:16]1[CH:22]=[CH:21][C:19]([NH:20][C:27]([NH:38][CH2:36][CH3:37])=[O:33])=[CH:18][CH:17]=1, predict the reactants needed to synthesize it. The reactants are: [CH3:1][O:2][C:3]1[CH:4]=[C:5]2[C:10](=[CH:11][C:12]=1[O:13][CH3:14])[N:9]=[CH:8][N:7]=[C:6]2[O:15][C:16]1[CH:22]=[CH:21][C:19]([NH2:20])=[CH:18][CH:17]=1.ClC(Cl)(O[C:27](=[O:33])OC(Cl)(Cl)Cl)Cl.Cl.[CH2:36]([NH2:38])[CH3:37].CO. (2) Given the product [NH2:16][C:11]1[CH:12]=[C:13]2[C:8](=[CH:9][CH:10]=1)[N:7]([CH:19]([CH3:21])[CH3:20])[C:6](=[O:22])[N:5]([CH2:4][CH:1]1[CH2:3][CH2:2]1)[C:14]2=[O:15], predict the reactants needed to synthesize it. The reactants are: [CH:1]1([CH2:4][N:5]2[C:14](=[O:15])[C:13]3[C:8](=[CH:9][CH:10]=[C:11]([N+:16]([O-])=O)[CH:12]=3)[N:7]([CH:19]([CH3:21])[CH3:20])[C:6]2=[O:22])[CH2:3][CH2:2]1.CO.[H][H].